From a dataset of Forward reaction prediction with 1.9M reactions from USPTO patents (1976-2016). Predict the product of the given reaction. (1) Given the reactants FC(F)(F)C(O)=O.[CH:8]([N:11]1[C:15]([C:16]2[N:25]=[C:24]3[N:18]([CH2:19][CH2:20][O:21][C:22]4[CH:29]=[C:28]([CH:30]5[CH2:35][CH2:34][NH:33][CH2:32][CH2:31]5)[CH:27]=[CH:26][C:23]=43)[CH:17]=2)=[N:14][CH:13]=[N:12]1)([CH3:10])[CH3:9].C(=O)([O-])[O-].[K+].[K+].[C:42]([NH:46][C:47](=[O:50])[CH2:48]Cl)([CH3:45])([CH3:44])[CH3:43], predict the reaction product. The product is: [C:42]([NH:46][C:47](=[O:50])[CH2:48][N:33]1[CH2:34][CH2:35][CH:30]([C:28]2[CH:27]=[CH:26][C:23]3[C:24]4[N:18]([CH:17]=[C:16]([C:15]5[N:11]([CH:8]([CH3:10])[CH3:9])[N:12]=[CH:13][N:14]=5)[N:25]=4)[CH2:19][CH2:20][O:21][C:22]=3[CH:29]=2)[CH2:31][CH2:32]1)([CH3:45])([CH3:44])[CH3:43]. (2) Given the reactants Cl[CH:2]([C:8]([O:10][CH2:11][CH3:12])=[O:9])[C:3]([O:5]CC)=O.[OH:13][C:14]1[C:15]([NH2:20])=[N:16][CH:17]=[CH:18][CH:19]=1.C(N(CC)CC)C, predict the reaction product. The product is: [CH2:11]([O:10][C:8]([CH:2]1[O:13][C:14]2[CH:19]=[CH:18][CH:17]=[N:16][C:15]=2[NH:20][C:3]1=[O:5])=[O:9])[CH3:12]. (3) Given the reactants [N+:1]([O-:4])(O)=[O:2].[F:5][C:6]1[CH:7]=[CH:8][CH:9]=[C:10]2[C:14]=1[N:13]([CH:15]([CH3:17])[CH3:16])[C:12](=[O:18])[CH2:11]2, predict the reaction product. The product is: [F:5][C:6]1[CH:7]=[C:8]([N+:1]([O-:4])=[O:2])[CH:9]=[C:10]2[C:14]=1[N:13]([CH:15]([CH3:16])[CH3:17])[C:12](=[O:18])[CH2:11]2. (4) Given the reactants CN(C)C(N(C)C)=N.[CH3:9][O:10][C:11](=[O:40])[CH:12](P(OC)(OC)=O)[NH:13][C:14](=[O:33])[C:15]1[CH:20]=[CH:19][C:18]([CH:21]([OH:31])[CH2:22][CH2:23][C:24]2[CH:29]=[CH:28][CH:27]=[C:26]([OH:30])[CH:25]=2)=[CH:17][C:16]=1[Cl:32].[CH3:41][C:42]1[S:43][C:44]([CH:48]=O)=[C:45]([CH3:47])[N:46]=1, predict the reaction product. The product is: [CH3:9][O:10][C:11](=[O:40])/[C:12](/[NH:13][C:14](=[O:33])[C:15]1[CH:20]=[CH:19][C:18]([CH:21]([OH:31])[CH2:22][CH2:23][C:24]2[CH:29]=[CH:28][CH:27]=[C:26]([OH:30])[CH:25]=2)=[CH:17][C:16]=1[Cl:32])=[CH:48]/[C:44]1[S:43][C:42]([CH3:41])=[N:46][C:45]=1[CH3:47]. (5) The product is: [N:12]([CH:2]1[CH2:11][CH2:10][CH2:9][C:8]2[N:7]=[CH:6][CH:5]=[N:4][C:3]1=2)=[N+:13]=[N-:14]. Given the reactants Br[CH:2]1[CH2:11][CH2:10][CH2:9][C:8]2[N:7]=[CH:6][CH:5]=[N:4][C:3]1=2.[N-:12]=[N+:13]=[N-:14].[Na+].O, predict the reaction product. (6) Given the reactants C(OC([N:8]1[CH2:13][CH2:12][O:11][C:10]2[CH:14]=[C:15](/[CH:18]=[CH:19]/[C:20]([OH:22])=[O:21])[CH:16]=[N:17][C:9]1=2)=O)(C)(C)C.[Li+].[OH-], predict the reaction product. The product is: [O:11]1[CH2:12][CH2:13][NH:8][C:9]2[N:17]=[CH:16][C:15](/[CH:18]=[CH:19]/[C:20]([OH:22])=[O:21])=[CH:14][C:10]1=2. (7) The product is: [F:1][C:2]([F:12])([F:11])[C:3]1[CH:4]=[C:5]([CH:6]=[CH:14][C:15]([OH:17])=[O:16])[CH:8]=[CH:9][CH:10]=1. Given the reactants [F:1][C:2]([F:12])([F:11])[C:3]1[CH:4]=[C:5]([CH:8]=[CH:9][CH:10]=1)[CH:6]=O.C(O)(=O)[CH2:14][C:15]([OH:17])=[O:16].N1CCCCC1.Cl, predict the reaction product.